From a dataset of Forward reaction prediction with 1.9M reactions from USPTO patents (1976-2016). Predict the product of the given reaction. (1) Given the reactants CC(C)N=C=NC(C)C.[CH3:10][NH:11][CH:12]1[CH2:17][CH2:16][N:15]([C:18]2[S:19][CH:20]=[CH:21][N:22]=2)[CH2:14][CH2:13]1.[C:23]1([C:29]#[C:30][C:31](O)=[O:32])[CH:28]=[CH:27][CH:26]=[CH:25][CH:24]=1, predict the reaction product. The product is: [CH3:10][N:11]([CH:12]1[CH2:17][CH2:16][N:15]([C:18]2[S:19][CH:20]=[CH:21][N:22]=2)[CH2:14][CH2:13]1)[C:31](=[O:32])[C:30]#[C:29][C:23]1[CH:28]=[CH:27][CH:26]=[CH:25][CH:24]=1. (2) Given the reactants [Li]CCCC.[C:6]([Si:8]([CH3:11])([CH3:10])[CH3:9])#[CH:7].[S:12]1[CH:16]=[CH:15][N:14]=[C:13]1[C:17](=[O:19])[CH3:18], predict the reaction product. The product is: [S:12]1[CH:16]=[CH:15][N:14]=[C:13]1[C:17]([OH:19])([C:7]#[C:6][Si:8]([CH3:11])([CH3:10])[CH3:9])[CH3:18].